This data is from Forward reaction prediction with 1.9M reactions from USPTO patents (1976-2016). The task is: Predict the product of the given reaction. (1) The product is: [Br:25][C:16]1[CH:17]=[C:13]([C:11]([C:3]2[CH:4]=[C:5]([N+:8]([O-:10])=[O:9])[CH:6]=[CH:7][C:2]=2[Cl:1])=[O:12])[NH:14][CH:15]=1. Given the reactants [Cl:1][C:2]1[CH:7]=[CH:6][C:5]([N+:8]([O-:10])=[O:9])=[CH:4][C:3]=1[C:11]([C:13]1[NH:14][CH:15]=[CH:16][CH:17]=1)=[O:12].C1C(=O)N([Br:25])C(=O)C1, predict the reaction product. (2) Given the reactants C([O:8][N:9]([CH2:12][C@@H:13]([CH2:17][CH2:18][CH2:19][CH3:20])[C:14](O)=[O:15])[CH:10]=[O:11])C1C=CC=CC=1.[N+:21]([C:24]1[CH:37]=[CH:36][C:27]2[NH:28][C:29]([C@@H:31]3[CH2:35][CH2:34][CH2:33][NH:32]3)=[N:30][C:26]=2[CH:25]=1)([O-:23])=[O:22], predict the reaction product. The product is: [OH:8][N:9]([CH2:12][C@H:13]([C:14]([N:32]1[CH2:33][CH2:34][CH2:35][C@H:31]1[C:29]1[NH:28][C:27]2[CH:36]=[CH:37][C:24]([N+:21]([O-:23])=[O:22])=[CH:25][C:26]=2[N:30]=1)=[O:15])[CH2:17][CH2:18][CH2:19][CH3:20])[CH:10]=[O:11]. (3) Given the reactants Cl[C:2]1[NH:6][C:5]2[C:7]([CH:12]([CH2:15][CH3:16])[CH2:13][CH3:14])=[CH:8][CH:9]=[C:10]([Cl:11])[C:4]=2[N:3]=1.[Cl:17][C:18]1[CH:24]=[C:23]([Cl:25])[CH:22]=[C:21]([CH3:26])[C:19]=1[NH2:20].CN1CCCC1=O, predict the reaction product. The product is: [Cl:11][C:10]1[C:4]2[N:3]=[C:2]([NH:20][C:19]3[C:21]([CH3:26])=[CH:22][C:23]([Cl:25])=[CH:24][C:18]=3[Cl:17])[NH:6][C:5]=2[C:7]([CH:12]([CH2:15][CH3:16])[CH2:13][CH3:14])=[CH:8][CH:9]=1. (4) Given the reactants [CH3:1][C:2]1[C:7]([O:8][CH3:9])=[C:6]([CH3:10])[C:5]([CH2:11][S:12]([C:14]2[N-:18][C:17]3[CH:19]=[CH:20][C:21]([O:23][CH3:24])=[CH:22][C:16]=3[N:15]=2)=[O:13])=[N:4][CH:3]=1.[CH3:25][C:26]1[C:31]([O:32][CH3:33])=[C:30]([CH3:34])[C:29]([CH2:35][S:36]([C:38]2[N-:42][C:41]3[CH:43]=[CH:44][C:45]([O:47][CH3:48])=[CH:46][C:40]=3[N:39]=2)=[O:37])=[N:28][CH:27]=1.O.O.O.[Mg+2:52], predict the reaction product. The product is: [CH3:1][C:2]1[CH:3]=[N:4][C:5]([CH2:11][S+:12]([O-:13])[C:14]2[N-:18][C:17]3[CH:19]=[CH:20][C:21]([O:23][CH3:24])=[CH:22][C:16]=3[N:15]=2)=[C:6]([CH3:10])[C:7]=1[O:8][CH3:9].[CH3:25][C:26]1[CH:27]=[N:28][C:29]([CH2:35][S+:36]([O-:37])[C:38]2[N-:42][C:41]3[CH:43]=[CH:44][C:45]([O:47][CH3:48])=[CH:46][C:40]=3[N:39]=2)=[C:30]([CH3:34])[C:31]=1[O:32][CH3:33].[Mg+2:52]. (5) Given the reactants [CH:1]1[C:10]2[C:5](=[CH:6][CH:7]=[CH:8][CH:9]=2)[CH:4]=[CH:3][C:2]=1[O:11][C:12]1[CH:30]=[CH:29][C:15]([C:16]([NH:18][C:19]2[CH:28]=[CH:27][CH:26]=[CH:25][C:20]=2[C:21]([O:23]C)=[O:22])=[O:17])=[CH:14][CH:13]=1.[OH-].[Li+].Cl.O, predict the reaction product. The product is: [CH:1]1[C:10]2[C:5](=[CH:6][CH:7]=[CH:8][CH:9]=2)[CH:4]=[CH:3][C:2]=1[O:11][C:12]1[CH:13]=[CH:14][C:15]([C:16]([NH:18][C:19]2[CH:28]=[CH:27][CH:26]=[CH:25][C:20]=2[C:21]([OH:23])=[O:22])=[O:17])=[CH:29][CH:30]=1. (6) The product is: [Cl:1][C:2]1[N:3]=[C:4]([C:9]([NH:11][C@H:12]2[CH2:17][CH2:16][N:15]([C:18]3[S:19][C:20]([C:24]([N:31]([CH3:32])[CH3:30])=[O:25])=[C:21]([CH3:23])[N:22]=3)[CH2:14][C@H:13]2[O:27][CH3:28])=[O:10])[NH:5][C:6]=1[CH2:7][CH3:8]. Given the reactants [Cl:1][C:2]1[N:3]=[C:4]([C:9]([NH:11][C@H:12]2[CH2:17][CH2:16][N:15]([C:18]3[S:19][C:20]([C:24](O)=[O:25])=[C:21]([CH3:23])[N:22]=3)[CH2:14][C@H:13]2[O:27][CH3:28])=[O:10])[NH:5][C:6]=1[CH2:7][CH3:8].Cl.[CH3:30][NH:31][CH3:32].CCN=C=NCCCN(C)C.Cl.C1C=CC2N(O)N=NC=2C=1.C(N(C(C)C)CC)(C)C, predict the reaction product. (7) Given the reactants C(N(CC)CC)C.[NH2:8][C@@H:9]([CH3:18])[C:10]([O:12][CH:13]1[CH2:17][CH2:16][CH2:15][CH2:14]1)=[O:11].[P:19](Cl)([Cl:28])([O:21][C:22]1[CH:27]=[CH:26][CH:25]=[CH:24][CH:23]=1)=[O:20], predict the reaction product. The product is: [Cl:28][P:19]([NH:8][C@@H:9]([CH3:18])[C:10]([O:12][CH:13]1[CH2:17][CH2:16][CH2:15][CH2:14]1)=[O:11])([O:21][C:22]1[CH:27]=[CH:26][CH:25]=[CH:24][CH:23]=1)=[O:20].